This data is from Full USPTO retrosynthesis dataset with 1.9M reactions from patents (1976-2016). The task is: Predict the reactants needed to synthesize the given product. (1) Given the product [CH2:2]([O:9][C:10]1[CH:15]=[CH:14][C:13]([CH2:16][CH2:17][CH2:18][CH2:19][CH2:20][CH2:21][CH2:22][S:23]([Cl:34])(=[O:26])=[O:24])=[CH:12][CH:11]=1)[C:3]1[CH:8]=[CH:7][CH:6]=[CH:5][CH:4]=1, predict the reactants needed to synthesize it. The reactants are: [Na+].[CH2:2]([O:9][C:10]1[CH:15]=[CH:14][C:13]([CH2:16][CH2:17][CH2:18][CH2:19][CH2:20][CH2:21][CH2:22][S:23]([O-:26])(=O)=[O:24])=[CH:12][CH:11]=1)[C:3]1[CH:8]=[CH:7][CH:6]=[CH:5][CH:4]=1.CN(C=O)C.S(Cl)([Cl:34])=O. (2) Given the product [Br:1][C:2]1[CH:3]=[C:4]2[C:9](=[CH:10][CH:11]=1)[N:8]=[C:7]([O:12][CH2:14][CH2:15][CH2:16][CH2:17][CH2:18][CH2:19][CH3:20])[CH:6]=[CH:5]2, predict the reactants needed to synthesize it. The reactants are: [Br:1][C:2]1[CH:3]=[C:4]2[C:9](=[CH:10][CH:11]=1)[N:8]=[C:7]([OH:12])[CH:6]=[CH:5]2.I[CH2:14][CH2:15][CH2:16][CH2:17][CH2:18][CH2:19][CH3:20]. (3) The reactants are: [C:1]([C:5]1[N:10]=[C:9]([O:11][CH2:12][CH3:13])[C:8]([C:14]2[N:15]([C:35](Cl)=[O:36])[C:16]([C:28]3[CH:33]=[CH:32][C:31]([Cl:34])=[CH:30][CH:29]=3)([CH3:27])[C:17]([C:20]3[CH:25]=[CH:24][C:23]([Cl:26])=[CH:22][CH:21]=3)([CH3:19])[N:18]=2)=[CH:7][N:6]=1)([CH3:4])([CH3:3])[CH3:2].[CH3:38][S:39]([CH2:42][CH2:43][N:44]1[CH2:49][CH2:48][NH:47][CH2:46][CH2:45]1)(=[O:41])=[O:40]. Given the product [C:1]([C:5]1[N:10]=[C:9]([O:11][CH2:12][CH3:13])[C:8]([C:14]2[N:15]([C:35]([N:47]3[CH2:46][CH2:45][N:44]([CH2:43][CH2:42][S:39]([CH3:38])(=[O:40])=[O:41])[CH2:49][CH2:48]3)=[O:36])[C@@:16]([C:28]3[CH:33]=[CH:32][C:31]([Cl:34])=[CH:30][CH:29]=3)([CH3:27])[C@@:17]([C:20]3[CH:25]=[CH:24][C:23]([Cl:26])=[CH:22][CH:21]=3)([CH3:19])[N:18]=2)=[CH:7][N:6]=1)([CH3:2])([CH3:3])[CH3:4], predict the reactants needed to synthesize it.